Dataset: Full USPTO retrosynthesis dataset with 1.9M reactions from patents (1976-2016). Task: Predict the reactants needed to synthesize the given product. (1) The reactants are: [Mg].Br[C:3]1[CH:8]=[CH:7][C:6]([Cl:9])=[C:5]([Cl:10])[CH:4]=1.[CH3:11][N:12]1[CH2:17][C:16]([C:18]([O:20][CH3:21])=[O:19])=[CH:15][CH2:14][CH2:13]1.Cl. Given the product [CH3:21][O:20][C:18]([C@H:16]1[C@@H:15]([C:3]2[CH:8]=[CH:7][C:6]([Cl:9])=[C:5]([Cl:10])[CH:4]=2)[CH2:14][CH2:13][N:12]([CH3:11])[CH2:17]1)=[O:19].[CH3:21][O:20][C:18]([C@H:16]1[C@H:15]([C:3]2[CH:8]=[CH:7][C:6]([Cl:9])=[C:5]([Cl:10])[CH:4]=2)[CH2:14][CH2:13][N:12]([CH3:11])[CH2:17]1)=[O:19], predict the reactants needed to synthesize it. (2) Given the product [CH3:22][C:23]1[N:24]=[C:25]([N:33]2[CH2:37][CH2:36][N:35]([CH2:16][C:15]3[CH:18]=[CH:19][C:12]([O:11][C:10]([F:21])([F:20])[F:9])=[CH:13][CH:14]=3)[C:34]2=[O:38])[S:26][C:27]=1[C:28]([O:30][CH2:31][CH3:32])=[O:29], predict the reactants needed to synthesize it. The reactants are: C(Br)C1C=CC=CC=1.[F:9][C:10]([F:21])([F:20])[O:11][C:12]1[CH:19]=[CH:18][C:15]([CH2:16]Br)=[CH:14][CH:13]=1.[CH3:22][C:23]1[N:24]=[C:25]([N:33]2[CH2:37][CH2:36][NH:35][C:34]2=[O:38])[S:26][C:27]=1[C:28]([O:30][CH2:31][CH3:32])=[O:29].